From a dataset of Forward reaction prediction with 1.9M reactions from USPTO patents (1976-2016). Predict the product of the given reaction. (1) Given the reactants [CH3:1][C:2]1([C:8]2[CH:13]=[CH:12][C:11]([S:14](Cl)(=[O:16])=[O:15])=[CH:10][CH:9]=2)[CH2:7][CH2:6][O:5][CH2:4][CH2:3]1.[NH2:18][C:19]1[CH:24]=[CH:23][C:22]([Cl:25])=[CH:21][C:20]=1[C:26]([C:28]1[CH:33]=[CH:32][N:31]=[CH:30][CH:29]=1)=[O:27], predict the reaction product. The product is: [Cl:25][C:22]1[CH:23]=[CH:24][C:19]([NH:18][S:14]([C:11]2[CH:12]=[CH:13][C:8]([C:2]3([CH3:1])[CH2:7][CH2:6][O:5][CH2:4][CH2:3]3)=[CH:9][CH:10]=2)(=[O:16])=[O:15])=[C:20]([C:26]([C:28]2[CH:29]=[CH:30][N:31]=[CH:32][CH:33]=2)=[O:27])[CH:21]=1. (2) The product is: [F:12][C:6]1[C:5]([F:13])=[C:4]([O:19][C:20]2[CH:25]=[CH:24][CH:23]=[CH:22][CH:21]=2)[C:3]([F:15])=[C:2]([F:1])[C:7]=1[S:8]([NH2:11])(=[O:9])=[O:10]. Given the reactants [F:1][C:2]1[C:7]([S:8]([NH2:11])(=[O:10])=[O:9])=[C:6]([F:12])[C:5]([F:13])=[C:4](F)[C:3]=1[F:15].O.O.O.[O-:19][C:20]1[CH:25]=[CH:24][CH:23]=[CH:22][CH:21]=1.[Na+].CS(C)=O, predict the reaction product. (3) Given the reactants [CH2:1]([N:8]1[CH2:16][C@H:15]2[C@:10]([CH3:22])([CH2:11][CH2:12][C:13]3[C:20](Br)=[CH:19][CH:18]=[CH:17][C:14]=32)[CH2:9]1)[C:2]1[CH:7]=[CH:6][CH:5]=[CH:4][CH:3]=1.C([Li])CCC.CN(C)[CH:30]=[O:31], predict the reaction product. The product is: [CH2:1]([N:8]1[CH2:16][C@H:15]2[C@:10]([CH3:22])([CH2:11][CH2:12][C:13]3[C:20]([CH:30]=[O:31])=[CH:19][CH:18]=[CH:17][C:14]=32)[CH2:9]1)[C:2]1[CH:7]=[CH:6][CH:5]=[CH:4][CH:3]=1.